From a dataset of Forward reaction prediction with 1.9M reactions from USPTO patents (1976-2016). Predict the product of the given reaction. (1) Given the reactants [CH2:1]([N:8]1[CH2:13][CH2:12][N:11]([CH2:14][CH2:15][NH:16][S:17]([C:20]2[CH:30]=[CH:29][C:23]3[CH2:24][CH2:25][NH:26][CH2:27][CH2:28][C:22]=3[CH:21]=2)(=[O:19])=[O:18])[CH2:10][CH2:9]1)[C:2]1[CH:7]=[CH:6][CH:5]=[CH:4][CH:3]=1.[ClH:31], predict the reaction product. The product is: [ClH:31].[ClH:31].[ClH:31].[CH2:1]([N:8]1[CH2:13][CH2:12][N:11]([CH2:14][CH2:15][NH:16][S:17]([C:20]2[CH:30]=[CH:29][C:23]3[CH2:24][CH2:25][NH:26][CH2:27][CH2:28][C:22]=3[CH:21]=2)(=[O:19])=[O:18])[CH2:10][CH2:9]1)[C:2]1[CH:3]=[CH:4][CH:5]=[CH:6][CH:7]=1. (2) Given the reactants Cl[C:2]([O:4][CH3:5])=[O:3].[C:6]1([S:12]([N:15]2[CH:26]=[CH:25][C:24]3[C:16]2=[N:17][CH:18]=[C:19]2[C:23]=3[N:22]([C@H:27]3[CH2:31][CH2:30][C@H:29]([NH2:32])[CH2:28]3)[N:21]=[N:20]2)(=[O:14])=[O:13])[CH:11]=[CH:10][CH:9]=[CH:8][CH:7]=1.C(N(C(C)C)CC)(C)C, predict the reaction product. The product is: [CH3:5][O:4][C:2](=[O:3])[NH:32][C@H:29]1[CH2:30][CH2:31][C@H:27]([N:22]2[C:23]3[C:19](=[CH:18][N:17]=[C:16]4[C:24]=3[CH:25]=[CH:26][N:15]4[S:12]([C:6]3[CH:11]=[CH:10][CH:9]=[CH:8][CH:7]=3)(=[O:14])=[O:13])[N:20]=[N:21]2)[CH2:28]1. (3) Given the reactants [Si:1]([O:8][C@H:9]1[CH2:14][CH2:13][C@H:12]([CH2:15][OH:16])[CH2:11][CH2:10]1)([C:4]([CH3:7])([CH3:6])[CH3:5])([CH3:3])[CH3:2].N1C(C)=CC=CC=1C.[F:25][C:26]([F:39])([F:38])[S:27](O[S:27]([C:26]([F:39])([F:38])[F:25])(=[O:29])=[O:28])(=[O:29])=[O:28], predict the reaction product. The product is: [F:25][C:26]([F:39])([F:38])[S:27]([O:16][CH2:15][C@H:12]1[CH2:11][CH2:10][C@H:9]([O:8][Si:1]([C:4]([CH3:7])([CH3:6])[CH3:5])([CH3:3])[CH3:2])[CH2:14][CH2:13]1)(=[O:29])=[O:28]. (4) Given the reactants C(N(CC)C(C)C)(C)C.CN(C(ON1N=NC2C=CC=NC1=2)=[N+](C)C)C.F[P-](F)(F)(F)(F)F.[CH3:34][C:35]1([CH3:45])[CH2:40][NH:39][CH:38]([C:41]2([OH:44])[CH2:43][CH2:42]2)[CH2:37][O:36]1.[Cl:46][C:47]1[CH:52]=[CH:51][N:50]=[C:49]([CH2:53][NH:54][C:55]2[O:56][C:57]3[C:63]([O:64][CH3:65])=[CH:62][C:61]([C:66](O)=[O:67])=[CH:60][C:58]=3[N:59]=2)[CH:48]=1, predict the reaction product. The product is: [Cl:46][C:47]1[CH:52]=[CH:51][N:50]=[C:49]([CH2:53][NH:54][C:55]2[O:56][C:57]3[C:63]([O:64][CH3:65])=[CH:62][C:61]([C:66]([N:39]4[CH:38]([C:41]5([OH:44])[CH2:43][CH2:42]5)[CH2:37][O:36][C:35]([CH3:45])([CH3:34])[CH2:40]4)=[O:67])=[CH:60][C:58]=3[N:59]=2)[CH:48]=1. (5) The product is: [O:16]=[C:3]1[NH:2][N:1]=[C:6]2[C:7]3[CH:15]=[CH:14][CH:13]=[CH:12][C:8]=3[CH2:9][CH2:10][CH2:11][C:5]2=[CH:4]1. Given the reactants [N:1]1[NH:2][C:3](=[O:16])[CH2:4][CH:5]2[CH2:11][CH2:10][CH2:9][C:8]3[CH:12]=[CH:13][CH:14]=[CH:15][C:7]=3[C:6]=12.[N+](C1C=C(S([O-])(=O)=O)C=CC=1)([O-])=O.[Na+].[OH-].[Na+].Cl, predict the reaction product. (6) Given the reactants [Cl:1][C:2]1[N:3]=[C:4](Cl)[C:5]2[CH:10]=[C:9]([CH3:11])[NH:8][C:6]=2[N:7]=1.[CH:13]1([NH2:17])[CH2:16][CH2:15][CH2:14]1.C(N(CC)CC)C, predict the reaction product. The product is: [Cl:1][C:2]1[N:3]=[C:4]([NH:17][CH:13]2[CH2:16][CH2:15][CH2:14]2)[C:5]2[CH:10]=[C:9]([CH3:11])[NH:8][C:6]=2[N:7]=1. (7) Given the reactants [C:1]([C:3]1[CH:4]=[C:5]([C:13]2[O:17][N:16]=[C:15]([C:18]3[CH:19]=[CH:20][C:21]4[CH2:27][N:26]([CH2:28][C:29]([O:31]C(C)(C)C)=[O:30])[CH2:25][CH2:24][CH2:23][C:22]=4[CH:36]=3)[N:14]=2)[CH:6]=[CH:7][C:8]=1[O:9][CH:10]([CH3:12])[CH3:11])#[N:2].Cl, predict the reaction product. The product is: [C:1]([C:3]1[CH:4]=[C:5]([C:13]2[O:17][N:16]=[C:15]([C:18]3[CH:19]=[CH:20][C:21]4[CH2:27][N:26]([CH2:28][C:29]([OH:31])=[O:30])[CH2:25][CH2:24][CH2:23][C:22]=4[CH:36]=3)[N:14]=2)[CH:6]=[CH:7][C:8]=1[O:9][CH:10]([CH3:12])[CH3:11])#[N:2]. (8) Given the reactants [Cl:1][C:2]1[CH:7]=[CH:6][CH:5]=[C:4]([F:8])[C:3]=1[C:9]1[NH:26][C:12]2=[N:13][CH:14]=[C:15](B3OC(C)(C)C(C)(C)O3)[CH:16]=[C:11]2[CH:10]=1.[CH2:27]([N:29]1[C:33](OS(C(F)(F)F)(=O)=O)=[CH:32][C:31]([C:42]2[CH:47]=[N:46][CH:45]=[CH:44][N:43]=2)=[N:30]1)[CH3:28].C(=O)([O-])[O-].[K+].[K+], predict the reaction product. The product is: [Cl:1][C:2]1[CH:7]=[CH:6][CH:5]=[C:4]([F:8])[C:3]=1[C:9]1[NH:26][C:12]2=[N:13][CH:14]=[C:15]([C:33]3[N:29]([CH2:27][CH3:28])[N:30]=[C:31]([C:42]4[CH:47]=[N:46][CH:45]=[CH:44][N:43]=4)[CH:32]=3)[CH:16]=[C:11]2[CH:10]=1. (9) Given the reactants [NH2:1][C:2]1[C:11]2[C:6](=[C:7](Br)[CH:8]=[CH:9][CH:10]=2)[N:5]=[N:4][C:3]=1[C:13]([NH:15][CH:16]1[CH2:19][CH2:18][CH2:17]1)=[O:14].[Cl:20][C:21]1[CH:26]=[CH:25][C:24](B(O)O)=[CH:23][CH:22]=1, predict the reaction product. The product is: [NH2:1][C:2]1[C:11]2[C:6](=[C:7]([C:24]3[CH:25]=[CH:26][C:21]([Cl:20])=[CH:22][CH:23]=3)[CH:8]=[CH:9][CH:10]=2)[N:5]=[N:4][C:3]=1[C:13]([NH:15][CH:16]1[CH2:19][CH2:18][CH2:17]1)=[O:14]. (10) Given the reactants [CH2:1]([N:8]1[CH:12]=[C:11]([C:13]2[CH:18]=[C:17]([F:19])[CH:16]=[CH:15][C:14]=2[F:20])[N:10]=[C:9]1[C@@H:21]([CH:47]1[CH2:52][CH2:51][O:50][CH2:49][CH2:48]1)[N:22]([CH2:30][C@H:31]1[C@@H:35]([F:36])[CH2:34][N:33](C(OCC2C=CC=CC=2)=O)[CH2:32]1)[C:23]([NH:25][C@@H:26]([CH3:29])[CH2:27][OH:28])=[O:24])[C:2]1[CH:7]=[CH:6][CH:5]=[CH:4][CH:3]=1.C([O-])=O.[NH4+], predict the reaction product. The product is: [CH2:1]([N:8]1[CH:12]=[C:11]([C:13]2[CH:18]=[C:17]([F:19])[CH:16]=[CH:15][C:14]=2[F:20])[N:10]=[C:9]1[C@@H:21]([CH:47]1[CH2:52][CH2:51][O:50][CH2:49][CH2:48]1)[N:22]([CH2:30][C@H:31]1[C@@H:35]([F:36])[CH2:34][NH:33][CH2:32]1)[C:23]([NH:25][C@@H:26]([CH3:29])[CH2:27][OH:28])=[O:24])[C:2]1[CH:7]=[CH:6][CH:5]=[CH:4][CH:3]=1.